Dataset: Forward reaction prediction with 1.9M reactions from USPTO patents (1976-2016). Task: Predict the product of the given reaction. (1) The product is: [CH3:1][C:2]1[CH:7]=[CH:6][C:5]([S:8]([NH:11][C:12](=[O:13])[O:14][CH2:15][CH2:16][C:17]2[CH:22]=[CH:21][C:20]([N:35]3[CH:36]=[C:32]([C:26]4[CH:31]=[CH:30][CH:29]=[CH:28][CH:27]=4)[N:33]=[CH:34]3)=[CH:19][CH:18]=2)(=[O:10])=[O:9])=[CH:4][CH:3]=1. Given the reactants [CH3:1][C:2]1[CH:7]=[CH:6][C:5]([S:8]([NH:11][C:12]([O:14][CH2:15][CH2:16][C:17]2[CH:22]=[CH:21][C:20](B(O)O)=[CH:19][CH:18]=2)=[O:13])(=[O:10])=[O:9])=[CH:4][CH:3]=1.[C:26]1([C:32]2[N:33]=[CH:34][NH:35][CH:36]=2)[CH:31]=[CH:30][CH:29]=[CH:28][CH:27]=1.C(N(CC)CC)C, predict the reaction product. (2) Given the reactants [CH2:1]([N:8]1[CH2:13][CH2:12][CH2:11][C@H:10]([NH:14][CH3:15])[CH2:9]1)[C:2]1[CH:7]=[CH:6][CH:5]=[CH:4][CH:3]=1.Cl[C:17]1[C:18]2[CH2:26][CH2:25][C:24](=[O:27])[NH:23][C:19]=2[N:20]=[CH:21][N:22]=1.CCN(C(C)C)C(C)C, predict the reaction product. The product is: [CH2:1]([N:8]1[CH2:13][CH2:12][CH2:11][C@H:10]([N:14]([CH3:15])[C:17]2[C:18]3[CH2:26][CH2:25][C:24](=[O:27])[NH:23][C:19]=3[N:20]=[CH:21][N:22]=2)[CH2:9]1)[C:2]1[CH:3]=[CH:4][CH:5]=[CH:6][CH:7]=1. (3) Given the reactants [Cl:1][C:2]1[CH:3]=[CH:4][CH:5]=[C:6]2[C:10]=1[C:9](=[O:11])[N:8]([C:12]1[CH:13]=[C:14]([CH:18]=[CH:19][CH:20]=1)[C:15](O)=[O:16])[CH2:7]2.F[P-](F)(F)(F)(F)F.[N:28]1(O[P+](N(C)C)(N(C)C)N(C)C)[C:32]2[CH:33]=[CH:34][CH:35]=[CH:36]C=2N=N1.C[N:49]1[CH2:54][CH2:53]O[CH2:51][CH2:50]1.C([O-])(O)=O.[Na+], predict the reaction product. The product is: [Cl:1][C:2]1[CH:3]=[CH:4][CH:5]=[C:6]2[C:10]=1[C:9](=[O:11])[N:8]([C:12]1[CH:13]=[C:14]([CH:18]=[CH:19][CH:20]=1)[C:15]([NH:8][CH2:7][CH2:6][CH:5]1[CH2:51][CH2:50][N:49]([C:34]3[CH:33]=[CH:32][N:28]=[CH:36][CH:35]=3)[CH2:54][CH2:53]1)=[O:16])[CH2:7]2.